From a dataset of Forward reaction prediction with 1.9M reactions from USPTO patents (1976-2016). Predict the product of the given reaction. (1) Given the reactants C([O-])=O.[NH4+].[OH:5][C:6]1[CH:7]=[C:8]([CH2:15][C:16]([NH:18][C:19]2[N:24]=[CH:23][C:22]([CH:25]([CH3:31])[CH2:26][C:27]([O:29][CH3:30])=[O:28])=[CH:21][CH:20]=2)=[O:17])[CH:9]=[CH:10][C:11]=1[N+:12]([O-])=O, predict the reaction product. The product is: [NH2:12][C:11]1[CH:10]=[CH:9][C:8]([CH2:15][C:16]([NH:18][C:19]2[N:24]=[CH:23][C:22]([CH:25]([CH3:31])[CH2:26][C:27]([O:29][CH3:30])=[O:28])=[CH:21][CH:20]=2)=[O:17])=[CH:7][C:6]=1[OH:5]. (2) Given the reactants [C:1]1(C#C)[CH:6]=[CH:5]C=[CH:3][CH:2]=1.[Cl:9][C:10]1[CH:17]=[CH:16][C:13]([C:14]#N)=[CH:12][CH:11]=1.C(C1C=CC(C#CCCCC)=CC=1)#CCCCC, predict the reaction product. The product is: [Cl:9][C:10]1[CH:17]=[CH:16][C:13]([C:14]#[C:3][CH2:2][CH2:1][CH2:6][CH3:5])=[CH:12][CH:11]=1. (3) Given the reactants [CH:1]([C:4]1[CH:9]=[CH:8][CH:7]=[CH:6][C:5]=1[NH:10][C:11]1[CH:19]=[CH:18][CH:17]=[CH:16][C:12]=1[C:13](O)=O)([CH3:3])[CH3:2].P(Br)(Br)([Br:22])=O, predict the reaction product. The product is: [Br:22][C:13]1[C:12]2[C:11]([N:10]=[C:5]3[C:6]=1[CH:7]=[CH:8][CH:9]=[C:4]3[CH:1]([CH3:3])[CH3:2])=[CH:19][CH:18]=[CH:17][CH:16]=2. (4) Given the reactants [Br:1][C:2]1[CH:3]=[C:4]2[C:8](=[CH:9][CH:10]=1)[N:7]([CH3:11])[CH:6]([CH3:12])[CH2:5]2.P(Cl)(Cl)(Cl)=O.[OH-].[Na+].Cl.CN(C)[CH:23]=[O:24], predict the reaction product. The product is: [Br:1][C:2]1[CH:3]=[C:4]2[C:8](=[C:9]([CH:23]=[O:24])[CH:10]=1)[N:7]([CH3:11])[CH:6]([CH3:12])[CH2:5]2. (5) Given the reactants [H-].[H-].[H-].[H-].[Li+].[Al+3].[CH2:7]([N:14]1[CH2:19][CH2:18][C:17](=[N:20]O)[C:16]([F:23])([F:22])[CH2:15]1)[C:8]1[CH:13]=[CH:12][CH:11]=[CH:10][CH:9]=1.O.[OH-].[Na+], predict the reaction product. The product is: [CH2:7]([N:14]1[CH2:19][CH2:18][CH:17]([NH2:20])[C:16]([F:23])([F:22])[CH2:15]1)[C:8]1[CH:9]=[CH:10][CH:11]=[CH:12][CH:13]=1.